This data is from Catalyst prediction with 721,799 reactions and 888 catalyst types from USPTO. The task is: Predict which catalyst facilitates the given reaction. Reactant: [C:1]([C:3]1[CH:8]=[CH:7][C:6]([N:9]2[C@@H:13]3[CH2:14][CH2:15][C:16]4([CH2:21][C@H:12]3[N:11]([C:22]3[CH:31]=[CH:30][C:25]([C:26]([NH:28][CH3:29])=[O:27])=[C:24]([F:32])[CH:23]=3)[C:10]2=[O:33])OCC[O:17]4)=[CH:5][C:4]=1[C:34]([F:37])([F:36])[F:35])#[N:2].Cl. Product: [C:1]([C:3]1[CH:8]=[CH:7][C:6]([N:9]2[C@@H:13]3[CH2:14][CH2:15][C:16](=[O:17])[CH2:21][C@H:12]3[N:11]([C:22]3[CH:31]=[CH:30][C:25]([C:26]([NH:28][CH3:29])=[O:27])=[C:24]([F:32])[CH:23]=3)[C:10]2=[O:33])=[CH:5][C:4]=1[C:34]([F:37])([F:36])[F:35])#[N:2]. The catalyst class is: 21.